Dataset: Peptide-MHC class I binding affinity with 185,985 pairs from IEDB/IMGT. Task: Regression. Given a peptide amino acid sequence and an MHC pseudo amino acid sequence, predict their binding affinity value. This is MHC class I binding data. (1) The binding affinity (normalized) is 0.0847. The MHC is HLA-A11:01 with pseudo-sequence HLA-A11:01. The peptide sequence is ISLEAGQRF. (2) The peptide sequence is RGILEDEQMY. The MHC is Mamu-A02 with pseudo-sequence Mamu-A02. The binding affinity (normalized) is 0.418. (3) The peptide sequence is GHMMVIFRL. The MHC is HLA-A24:02 with pseudo-sequence HLA-A24:02. The binding affinity (normalized) is 0.515. (4) The peptide sequence is QYSPGQRVEFL. The MHC is Patr-A0901 with pseudo-sequence Patr-A0901. The binding affinity (normalized) is 0.280. (5) The peptide sequence is GSSLQSKHRK. The MHC is Patr-A0101 with pseudo-sequence Patr-A0101. The binding affinity (normalized) is 0.170. (6) The peptide sequence is ASSEPHCAL. The MHC is HLA-A02:01 with pseudo-sequence HLA-A02:01. The binding affinity (normalized) is 0.0847. (7) The peptide sequence is HSKKKCDEL. The MHC is HLA-B40:02 with pseudo-sequence HLA-B40:02. The binding affinity (normalized) is 0. (8) The peptide sequence is TPKKPNSAL. The MHC is HLA-A02:03 with pseudo-sequence HLA-A02:03. The binding affinity (normalized) is 0.0847. (9) The peptide sequence is GYKIAGGI. The MHC is H-2-Kd with pseudo-sequence H-2-Kd. The binding affinity (normalized) is 0.